From a dataset of Full USPTO retrosynthesis dataset with 1.9M reactions from patents (1976-2016). Predict the reactants needed to synthesize the given product. (1) Given the product [CH3:1][O:2][C:3]1[CH:8]=[C:7]([NH2:9])[CH:6]=[CH:5][C:4]=1[C:12]1[S:16][C:15]([CH3:17])=[N:14][CH:13]=1, predict the reactants needed to synthesize it. The reactants are: [CH3:1][O:2][C:3]1[CH:8]=[C:7]([N+:9]([O-])=O)[CH:6]=[CH:5][C:4]=1[C:12]1[S:16][C:15]([CH3:17])=[N:14][CH:13]=1. (2) Given the product [Cl:1][C:2]1[CH:11]=[C:10]([CH3:12])[C:9]2[C:4](=[CH:5][C:6]([I:15])=[CH:7][CH:8]=2)[N:3]=1, predict the reactants needed to synthesize it. The reactants are: [Cl:1][C:2]1[CH:11]=[C:10]([CH:12](C)C)[C:9]2[C:4](=[CH:5][C:6]([I:15])=[CH:7][CH:8]=2)[N:3]=1.ClC1C=C(C2C=CC=CC=2)C2C(=CC(I)=CC=2)N=1.ClC1C=C(C2C=CC(F)=CC=2)C2C(=CC(I)=CC=2)N=1.IC1C=C2C(C(C)=CC(N)=N2)=CC=1.IC1C=C2C(C(C(C)C)=CC(N)=N2)=CC=1.IC1C=C2C(C(C3C=CC=CC=3)=CC(N)=N2)=CC=1.IC1C=C2C(C(C3C=CC=CC=3)=CC(NN)=N2)=CC=1.IC1C=C2C(C(C3C=CC=CC=3)=CC3N2C=NN=3)=CC=1. (3) Given the product [CH2:1]([O:8][C:9]1[CH:16]=[CH:15][C:12]([C:13]([OH:21])=[O:14])=[CH:11][C:10]=1[CH:17]([CH3:19])[CH3:18])[C:2]1[CH:3]=[CH:4][CH:5]=[CH:6][CH:7]=1, predict the reactants needed to synthesize it. The reactants are: [CH2:1]([O:8][C:9]1[CH:16]=[CH:15][C:12]([CH:13]=[O:14])=[CH:11][C:10]=1[CH:17]([CH3:19])[CH3:18])[C:2]1[CH:7]=[CH:6][CH:5]=[CH:4][CH:3]=1.[Mn]([O-])(=O)(=O)=[O:21].[K+].[OH-].[Na+]. (4) Given the product [Br:1][C:2]1[CH:7]=[C:6]([O:19][CH2:18][C:17]2[CH:20]=[CH:21][C:14]([O:13][CH3:12])=[CH:15][CH:16]=2)[CH:5]=[CH:4][C:3]=1[N+:9]([O-:11])=[O:10], predict the reactants needed to synthesize it. The reactants are: [Br:1][C:2]1[CH:7]=[C:6](F)[CH:5]=[CH:4][C:3]=1[N+:9]([O-:11])=[O:10].[CH3:12][O:13][C:14]1[CH:21]=[CH:20][C:17]([CH2:18][OH:19])=[CH:16][CH:15]=1.[OH-].[Na+]. (5) Given the product [Br:1][C:2]1[CH:7]=[CH:6][C:5]([C:8]2[N:30]([C:29]3[CH:31]=[CH:32][C:26]([S:23]([C:22]([F:34])([F:21])[F:33])(=[O:25])=[O:24])=[CH:27][CH:28]=3)[C:11]([C:13]3[CH:18]=[CH:17][C:16]([Br:19])=[CH:15][CH:14]=3)=[CH:10][CH:9]=2)=[CH:4][CH:3]=1, predict the reactants needed to synthesize it. The reactants are: [Br:1][C:2]1[CH:7]=[CH:6][C:5]([C:8](=O)[CH2:9][CH2:10][C:11]([C:13]2[CH:18]=[CH:17][C:16]([Br:19])=[CH:15][CH:14]=2)=O)=[CH:4][CH:3]=1.[F:21][C:22]([F:34])([F:33])[S:23]([C:26]1[CH:32]=[CH:31][C:29]([NH2:30])=[CH:28][CH:27]=1)(=[O:25])=[O:24]. (6) Given the product [CH3:25][N:24]([C@@H:14]1[C@H:13]([CH3:12])[CH2:18][CH2:17][NH:16][CH2:15]1)[C:2]1[C:7]2[CH:8]=[CH:9][NH:10][C:6]=2[CH:5]=[CH:4][N:3]=1, predict the reactants needed to synthesize it. The reactants are: Cl[C:2]1[CH:7]2[CH:8]=[CH:9][NH:10][CH:6]2[CH:5]=[CH:4][N:3]=1.Cl.[CH3:12][C@@H:13]1[CH2:18][CH2:17][N:16](C(=O)CC#N)[CH2:15][C@@H:14]1[NH:24][CH3:25].C(=O)([O-])[O-].[K+].[K+]. (7) Given the product [CH3:1][C:2]1[C:31]([C:32]([F:35])([F:33])[F:34])=[CH:30][CH:29]=[CH:28][C:3]=1[CH2:4][N:5]1[C:10](=[O:11])[C:9]([C:12]([NH2:42])=[O:13])=[CH:8][N:7]([C:15]2[CH:20]=[CH:19][C:18]([N:21]3[CH2:25][CH2:24][NH:23][C:22]3=[O:26])=[CH:17][CH:16]=2)[C:6]1=[O:27], predict the reactants needed to synthesize it. The reactants are: [CH3:1][C:2]1[C:31]([C:32]([F:35])([F:34])[F:33])=[CH:30][CH:29]=[CH:28][C:3]=1[CH2:4][N:5]1[C:10](=[O:11])[C:9]([C:12](O)=[O:13])=[CH:8][N:7]([C:15]2[CH:20]=[CH:19][C:18]([N:21]3[CH2:25][CH2:24][NH:23][C:22]3=[O:26])=[CH:17][CH:16]=2)[C:6]1=[O:27].C1C=CC2N(O)N=[N:42]C=2C=1.C(Cl)CCl.N. (8) Given the product [CH2:17]([O:16][C:3]1[CH:2]=[CH:11][C:10]2[C:9]([CH3:13])([CH3:12])[CH2:8][CH2:7][C:6]([CH3:15])([CH3:14])[C:5]=2[C:4]=1[B:24]([OH:26])[OH:25])[CH2:18][CH2:19][CH2:20][CH2:21][CH2:22][CH3:23], predict the reactants needed to synthesize it. The reactants are: Br[C:2]1[C:3]([O:16][CH2:17][CH2:18][CH2:19][CH2:20][CH2:21][CH2:22][CH3:23])=[CH:4][C:5]2[C:6]([CH3:15])([CH3:14])[CH2:7][CH2:8][C:9]([CH3:13])([CH3:12])[C:10]=2[CH:11]=1.[BH:24]([OH:26])[OH:25]. (9) Given the product [CH2:15]([O:14][C:12]([N:6]1[C:7]2[C:3](=[C:2]([CH3:1])[CH:10]=[CH:9][CH:8]=2)[CH:4]=[CH:5]1)=[O:13])[CH3:16], predict the reactants needed to synthesize it. The reactants are: [CH3:1][C:2]1[CH:10]=[CH:9][CH:8]=[C:7]2[C:3]=1[CH:4]=[CH:5][NH:6]2.Cl[C:12]([O:14][CH2:15][CH3:16])=[O:13]. (10) Given the product [C:1]([C:5]1[CH:6]=[CH:7][C:8]([S:11]([N:14]([C:15]2[CH:20]=[CH:19][CH:18]=[C:17]([N:21]([CH3:22])[CH3:23])[CH:16]=2)[CH2:24][C:25]([N:30]([CH2:28][CH3:29])[CH2:31][C:32]2[NH:33][CH:34]=[CH:35][N:36]=2)=[O:26])(=[O:12])=[O:13])=[CH:9][CH:10]=1)([CH3:3])([CH3:2])[CH3:4], predict the reactants needed to synthesize it. The reactants are: [C:1]([C:5]1[CH:10]=[CH:9][C:8]([S:11]([N:14]([CH2:24][C:25](O)=[O:26])[C:15]2[CH:20]=[CH:19][CH:18]=[C:17]([N:21]([CH3:23])[CH3:22])[CH:16]=2)(=[O:13])=[O:12])=[CH:7][CH:6]=1)([CH3:4])([CH3:3])[CH3:2].[CH2:28]([NH:30][CH2:31][C:32]1[NH:33][CH:34]=[CH:35][N:36]=1)[CH3:29].